This data is from Forward reaction prediction with 1.9M reactions from USPTO patents (1976-2016). The task is: Predict the product of the given reaction. Given the reactants [Br:1][C:2]1[CH:3]=[C:4]([N:8]2[C:16]3[CH2:15][CH2:14][CH2:13][C:12](=[O:17])[C:11]=3[C:10]([C:18]([O:20][CH2:21][CH3:22])=[O:19])=[N:9]2)[CH:5]=[CH:6][CH:7]=1.[BH4-].[Na+], predict the reaction product. The product is: [Br:1][C:2]1[CH:3]=[C:4]([N:8]2[C:16]3[CH2:15][CH2:14][CH2:13][CH:12]([OH:17])[C:11]=3[C:10]([C:18]([O:20][CH2:21][CH3:22])=[O:19])=[N:9]2)[CH:5]=[CH:6][CH:7]=1.